From a dataset of Full USPTO retrosynthesis dataset with 1.9M reactions from patents (1976-2016). Predict the reactants needed to synthesize the given product. (1) Given the product [CH3:1][C:2]1[CH:7]=[CH:6][C:5]([S:8]([O:11][CH2:12][CH:13]2[O:18][C:17]3[CH:19]=[C:20]([NH2:25])[C:21]([O:23][CH3:24])=[CH:22][C:16]=3[O:15][CH2:14]2)(=[O:9])=[O:10])=[CH:4][CH:3]=1, predict the reactants needed to synthesize it. The reactants are: [CH3:1][C:2]1[CH:7]=[CH:6][C:5]([S:8]([O:11][CH2:12][C@H:13]2[O:18][C:17]3[CH:19]=[C:20]([N+:25]([O-])=O)[C:21]([O:23][CH3:24])=[CH:22][C:16]=3[O:15][CH2:14]2)(=[O:10])=[O:9])=[CH:4][CH:3]=1.Cl.[H][H]. (2) Given the product [F:1][C:2]1[CH:3]=[CH:4][C:5]([N:8]2[C:16]3[C:11](=[CH:12][C:13]([CH:17]4[CH2:19][CH:18]4[C:20]([NH:23][C:24]4[S:25][CH:26]=[CH:27][N:28]=4)=[O:21])=[CH:14][CH:15]=3)[CH:10]=[N:9]2)=[CH:6][CH:7]=1, predict the reactants needed to synthesize it. The reactants are: [F:1][C:2]1[CH:7]=[CH:6][C:5]([N:8]2[C:16]3[C:11](=[CH:12][C:13]([CH:17]4[CH2:19][CH:18]4[C:20](O)=[O:21])=[CH:14][CH:15]=3)[CH:10]=[N:9]2)=[CH:4][CH:3]=1.[NH2:23][C:24]1[S:25][CH:26]=[CH:27][N:28]=1. (3) Given the product [CH2:2]([O:6][CH:7]1[CH2:10][N:9]([C:55](=[O:56])[CH:54]=[CH:53][C:48]2[CH:47]=[C:46]3[C:51](=[N:50][CH:49]=2)[NH:52][C:43](=[O:42])[C:44]2([CH2:37][CH2:36][N:35]([CH3:32])[CH2:38][CH2:40]2)[CH2:45]3)[CH2:8]1)[CH2:3][CH2:4][CH3:5], predict the reactants needed to synthesize it. The reactants are: Cl.[CH2:2]([O:6][CH:7]1[CH2:10][NH:9][CH2:8]1)[CH2:3][CH2:4][CH3:5].CCN=C=NCCCN(C)C.C1C=CC2N(O)N=NC=2C=1.[CH:32]([N:35]([CH:38]([CH3:40])C)[CH2:36][CH3:37])(C)C.Cl.[O:42]=[C:43]1[NH:52][C:51]2[N:50]=[CH:49][C:48](/[CH:53]=[CH:54]/[C:55](O)=[O:56])=[CH:47][C:46]=2[CH2:45][CH2:44]1. (4) Given the product [CH:1]1([S:4][C:5]2[CH:12]=[CH:11][C:10]([N+:13]([O-:15])=[O:14])=[CH:9][C:6]=2[CH2:7][NH:17][CH3:16])[CH2:3][CH2:2]1, predict the reactants needed to synthesize it. The reactants are: [CH:1]1([S:4][C:5]2[CH:12]=[CH:11][C:10]([N+:13]([O-:15])=[O:14])=[CH:9][C:6]=2[CH:7]=O)[CH2:3][CH2:2]1.[CH3:16][NH2:17].[BH4-].[Na+]. (5) Given the product [OH:27][C@@H:21]1[C@H:22]2[N:23]([C:2](=[O:17])[C@@H:3]([NH:9][C:10](=[O:16])[O:11][C:12]([CH3:15])([CH3:14])[CH3:13])[CH2:4][C:5]([CH3:8])([CH3:7])[CH3:6])[CH2:24][C@@H:25]([O:31][CH3:30])[C@H:26]2[O:19][CH2:20]1, predict the reactants needed to synthesize it. The reactants are: F[C:2](=[O:17])[C@@H:3]([NH:9][C:10](=[O:16])[O:11][C:12]([CH3:15])([CH3:14])[CH3:13])[CH2:4][C:5]([CH3:8])([CH3:7])[CH3:6].Cl.[O:19]1[C@H:26]2[C@H:22]([NH:23][CH2:24][CH2:25]2)[C@@H:21]([OH:27])[CH2:20]1.CN(C)[CH:30]=[O:31]. (6) Given the product [F:1][C:2]1[CH:3]=[C:4]([C:24]2[CH:29]=[C:28]([NH:30][C:31]3[CH:36]=[CH:35][C:34]([N:37]4[CH2:42][CH2:41][N:40]([CH:43]5[CH2:44][O:45][CH2:46]5)[CH2:39][C@@H:38]4[CH3:47])=[CH:33][N:32]=3)[C:27](=[O:48])[N:26]([CH3:49])[CH:25]=2)[C:5]([CH2:6][OH:7])=[C:8]([N:10]2[C:22](=[O:23])[C:14]3[CH:15]=[C:16]4[N:21]([C:13]=3[CH:12]=[N:11]2)[CH2:20][CH2:19][CH2:18][CH2:17]4)[CH:9]=1, predict the reactants needed to synthesize it. The reactants are: [F:1][C:2]1[CH:9]=[C:8]([N:10]2[C:22](=[O:23])[C:14]3[CH:15]=[C:16]4[N:21]([C:13]=3[CH:12]=[N:11]2)[CH2:20][CH2:19][CH2:18][CH2:17]4)[C:5]([CH:6]=[O:7])=[C:4]([C:24]2[CH:29]=[C:28]([NH:30][C:31]3[CH:36]=[CH:35][C:34]([N:37]4[CH2:42][CH2:41][N:40]([CH:43]5[CH2:46][O:45][CH2:44]5)[CH2:39][CH:38]4[CH3:47])=[CH:33][N:32]=3)[C:27](=[O:48])[N:26]([CH3:49])[CH:25]=2)[CH:3]=1.[BH4-].[Na+].